From a dataset of Forward reaction prediction with 1.9M reactions from USPTO patents (1976-2016). Predict the product of the given reaction. Given the reactants [C:1]([O:5][C:6]([N:8]1[CH2:13][CH2:12][CH2:11][C@@H:10]([C:14](=[O:28])[C:15]2[CH:20]=[CH:19][CH:18]=[CH:17][C:16]=2[O:21][C:22]2[CH:27]=[CH:26][CH:25]=[CH:24][CH:23]=2)[CH2:9]1)=[O:7])([CH3:4])([CH3:3])[CH3:2].[CH3:29][O:30][CH2:31][CH2:32][CH2:33][CH2:34][Mg]Cl, predict the reaction product. The product is: [OH:28][C:14]([C@@H:10]1[CH2:11][CH2:12][CH2:13][N:8]([C:6]([O:5][C:1]([CH3:4])([CH3:2])[CH3:3])=[O:7])[CH2:9]1)([C:15]1[CH:20]=[CH:19][CH:18]=[CH:17][C:16]=1[O:21][C:22]1[CH:23]=[CH:24][CH:25]=[CH:26][CH:27]=1)[CH2:34][CH2:33][CH2:32][CH2:31][O:30][CH3:29].